From a dataset of NCI-60 drug combinations with 297,098 pairs across 59 cell lines. Regression. Given two drug SMILES strings and cell line genomic features, predict the synergy score measuring deviation from expected non-interaction effect. (1) Synergy scores: CSS=62.5, Synergy_ZIP=2.53, Synergy_Bliss=5.79, Synergy_Loewe=-11.2, Synergy_HSA=4.97. Drug 1: C1C(C(OC1N2C=C(C(=O)NC2=O)F)CO)O. Drug 2: CC1=C(C(=CC=C1)Cl)NC(=O)C2=CN=C(S2)NC3=CC(=NC(=N3)C)N4CCN(CC4)CCO. Cell line: K-562. (2) Drug 1: CC12CCC3C(C1CCC2=O)CC(=C)C4=CC(=O)C=CC34C. Drug 2: CCC1=CC2CC(C3=C(CN(C2)C1)C4=CC=CC=C4N3)(C5=C(C=C6C(=C5)C78CCN9C7C(C=CC9)(C(C(C8N6C)(C(=O)OC)O)OC(=O)C)CC)OC)C(=O)OC.C(C(C(=O)O)O)(C(=O)O)O. Cell line: M14. Synergy scores: CSS=25.7, Synergy_ZIP=-1.90, Synergy_Bliss=-8.14, Synergy_Loewe=-14.4, Synergy_HSA=-5.67. (3) Drug 1: CCN(CC)CCNC(=O)C1=C(NC(=C1C)C=C2C3=C(C=CC(=C3)F)NC2=O)C. Drug 2: C1=NC2=C(N1)C(=S)N=CN2. Cell line: A498. Synergy scores: CSS=3.22, Synergy_ZIP=-3.00, Synergy_Bliss=-1.12, Synergy_Loewe=-11.8, Synergy_HSA=-5.02. (4) Drug 1: C1=CC(=CC=C1CCC2=CNC3=C2C(=O)NC(=N3)N)C(=O)NC(CCC(=O)O)C(=O)O. Drug 2: CN1C(=O)N2C=NC(=C2N=N1)C(=O)N. Cell line: SW-620. Synergy scores: CSS=29.1, Synergy_ZIP=-1.20, Synergy_Bliss=-0.0703, Synergy_Loewe=-3.14, Synergy_HSA=1.34. (5) Drug 1: C1=CC=C(C=C1)NC(=O)CCCCCCC(=O)NO. Drug 2: C1=NNC2=C1C(=O)NC=N2. Cell line: OVCAR-8. Synergy scores: CSS=17.3, Synergy_ZIP=-9.13, Synergy_Bliss=0.838, Synergy_Loewe=-14.2, Synergy_HSA=0.235. (6) Drug 1: C1CCC(C(C1)N)N.C(=O)(C(=O)[O-])[O-].[Pt+4]. Drug 2: C1C(C(OC1N2C=NC3=C2NC=NCC3O)CO)O. Cell line: HOP-62. Synergy scores: CSS=24.6, Synergy_ZIP=-5.16, Synergy_Bliss=-6.01, Synergy_Loewe=-6.33, Synergy_HSA=-6.55.